From a dataset of Forward reaction prediction with 1.9M reactions from USPTO patents (1976-2016). Predict the product of the given reaction. (1) Given the reactants [CH2:1]([C@H:3]1[O:5][CH2:4]1)[Cl:2].[C:6]1(=[O:16])[NH:10][C:9](=[O:11])[C:8]2=[CH:12][CH:13]=[CH:14][CH:15]=[C:7]12.[K].C(Cl)Cl.O, predict the reaction product. The product is: [C:6]1(=[O:16])[N:10]([CH2:4][C@H:3]([OH:5])[CH2:1][Cl:2])[C:9](=[O:11])[C:8]2=[CH:12][CH:13]=[CH:14][CH:15]=[C:7]12. (2) Given the reactants NC(N)=[S:3].Br[CH:6]([C:13]1[CH:18]=[CH:17][CH:16]=[CH:15][CH:14]=1)[C:7]1[CH:12]=[CH:11][CH:10]=[CH:9][CH:8]=1.[OH-].[Na+].Cl[CH2:22][C:23]([OH:25])=O, predict the reaction product. The product is: [CH:6]([CH2:22][C:23]([OH:25])=[S:3])([C:13]1[CH:18]=[CH:17][CH:16]=[CH:15][CH:14]=1)[C:7]1[CH:12]=[CH:11][CH:10]=[CH:9][CH:8]=1. (3) Given the reactants N(C(OC(C)(C)C)=O)=NC(OC(C)(C)C)=O.[F:17][C:18]1[CH:37]=[CH:36][C:21]([C:22]([N:24]2[CH2:30]C[C:28]3[O:31][C:32]([CH2:34][OH:35])=[N:33][C:27]=3[CH2:26][CH2:25]2)=[O:23])=[CH:20][CH:19]=1.[C:38]([Si:42]([CH3:52])([CH3:51])[O:43][C:44]1[CH:49]=[CH:48][C:47](O)=[CH:46][CH:45]=1)([CH3:41])([CH3:40])[CH3:39].C1(P(C2C=CC=CC=2)C2C=CC=CC=2)C=CC=CC=1, predict the reaction product. The product is: [Si:42]([O:43][C:44]1[CH:45]=[CH:46][C:47]([O:35][CH2:34][C:32]2[O:31][C:28]3[CH2:30][N:24]([C:22]([C:21]4[CH:20]=[CH:19][C:18]([F:17])=[CH:37][CH:36]=4)=[O:23])[CH2:25][CH2:26][C:27]=3[N:33]=2)=[CH:48][CH:49]=1)([C:38]([CH3:41])([CH3:40])[CH3:39])([CH3:52])[CH3:51]. (4) Given the reactants [Cl:1][C:2]1[CH:7]=[CH:6][N:5]=[C:4]([CH:8]=O)[N:3]=1.[NH:10]1[CH2:15][CH2:14][O:13][CH2:12][CH2:11]1, predict the reaction product. The product is: [Cl:1][C:2]1[CH:7]=[CH:6][N:5]=[C:4]([CH2:8][N:10]2[CH2:15][CH2:14][O:13][CH2:12][CH2:11]2)[N:3]=1. (5) Given the reactants [CH3:1][C:2]1[C:7]([NH2:8])=[CH:6][CH:5]=[CH:4][C:3]=1[C:9]1[CH:14]=[CH:13][C:12]([C:15]([F:18])([F:17])[F:16])=[CH:11][CH:10]=1.[CH:19](=O)[CH2:20][CH2:21][CH3:22].C(O[BH-](OC(=O)C)OC(=O)C)(=O)C.[Na+].C(O)(=O)C, predict the reaction product. The product is: [CH2:19]([NH:8][C:7]1[C:2]([CH3:1])=[C:3]([C:9]2[CH:14]=[CH:13][C:12]([C:15]([F:16])([F:17])[F:18])=[CH:11][CH:10]=2)[CH:4]=[CH:5][CH:6]=1)[CH2:20][CH2:21][CH3:22]. (6) Given the reactants S(Cl)(Cl)=O.[CH:5]1([S:8][C:9]2[CH:17]=[CH:16][C:12]([C:13](O)=[O:14])=[CH:11][CH:10]=2)[CH2:7][CH2:6]1.[NH3:18], predict the reaction product. The product is: [CH:5]1([S:8][C:9]2[CH:17]=[CH:16][C:12]([C:13]([NH2:18])=[O:14])=[CH:11][CH:10]=2)[CH2:7][CH2:6]1. (7) Given the reactants [C:1]([O:4][CH2:5][CH2:6][CH3:7])(=[O:3])[CH3:2], predict the reaction product. The product is: [CH2:1]([OH:3])[CH3:2].[C:1]([O:4][CH2:5][CH2:6][CH3:7])(=[O:3])[CH3:2].